Dataset: Forward reaction prediction with 1.9M reactions from USPTO patents (1976-2016). Task: Predict the product of the given reaction. (1) Given the reactants [Cl:1][C:2]1[CH:32]=[CH:31][C:5]([CH2:6][CH2:7][NH:8][C:9]([C:11]2[CH:30]=[CH:29][C:14]([O:15][C:16]3[CH:21]=[CH:20][C:19]([CH2:22][C:23]([O:25][CH2:26][CH3:27])=[O:24])=[CH:18][C:17]=3Br)=[CH:13][CH:12]=2)=[O:10])=[CH:4][CH:3]=1.C([O-])([O-])=O.[K+].[K+].[CH3:39][S:40]([C:43]1[CH:48]=[CH:47][C:46](B(O)O)=[CH:45][CH:44]=1)(=[O:42])=[O:41], predict the reaction product. The product is: [Cl:1][C:2]1[CH:32]=[CH:31][C:5]([CH2:6][CH2:7][NH:8][C:9]([C:11]2[CH:30]=[CH:29][C:14]([O:15][C:16]3[C:17]([C:46]4[CH:47]=[CH:48][C:43]([S:40]([CH3:39])(=[O:42])=[O:41])=[CH:44][CH:45]=4)=[CH:18][C:19]([CH2:22][C:23]([O:25][CH2:26][CH3:27])=[O:24])=[CH:20][CH:21]=3)=[CH:13][CH:12]=2)=[O:10])=[CH:4][CH:3]=1. (2) The product is: [F:66][CH:44]([CH2:45][N:46]1[CH:50]=[C:49]([C:51](=[O:52])[NH:53][CH2:54][C:55]2[CH:60]=[CH:59][CH:58]=[C:57]([O:61][C:62]([F:65])([F:63])[F:64])[CH:56]=2)[N:48]=[N:47]1)[CH2:43][CH2:42][N:39]1[CH:40]=[CH:41][C:36]([NH:35][C:24](=[O:26])[O:11][CH2:10][C:6]2[CH:7]=[CH:8][CH:9]=[C:4]([O:3][C:2]([F:12])([F:13])[F:1])[CH:5]=2)=[N:37][C:38]1=[O:67]. Given the reactants [F:1][C:2]([F:13])([F:12])[O:3][C:4]1[CH:5]=[C:6]([CH2:10][OH:11])[CH:7]=[CH:8][CH:9]=1.CCN(C(C)C)C(C)C.Cl[C:24](Cl)([O:26]C(=O)OC(Cl)(Cl)Cl)Cl.[NH2:35][C:36]1[CH:41]=[CH:40][N:39]([CH2:42][CH2:43][CH:44]([F:66])[CH2:45][N:46]2[CH:50]=[C:49]([C:51]([NH:53][CH2:54][C:55]3[CH:60]=[CH:59][CH:58]=[C:57]([O:61][C:62]([F:65])([F:64])[F:63])[CH:56]=3)=[O:52])[N:48]=[N:47]2)[C:38](=[O:67])[N:37]=1, predict the reaction product. (3) Given the reactants [Cl:1][C:2]1[C:18]([NH2:19])=[C:17]([Cl:20])[CH:16]=[CH:15][C:3]=1[CH2:4][NH:5][C:6]([C:8]1([C:11]([F:14])([F:13])[F:12])[CH2:10][CH2:9]1)=[O:7].[C:21](N1C=CC=CC1=O)(N1C=CC=CC1=O)=[S:22], predict the reaction product. The product is: [Cl:1][C:2]1[C:18]([N:19]=[C:21]=[S:22])=[C:17]([Cl:20])[CH:16]=[CH:15][C:3]=1[CH2:4][NH:5][C:6]([C:8]1([C:11]([F:13])([F:14])[F:12])[CH2:10][CH2:9]1)=[O:7]. (4) Given the reactants [NH2:1][C:2]1[CH:10]=[CH:9][CH:8]=[C:7]2[C:3]=1[C:4](=[O:20])[N:5]([CH:12]1[CH2:17][CH2:16][C:15](=[O:18])[NH:14][C:13]1=[O:19])[C:6]2=[O:11].[F:21][C:22]1[CH:23]=[C:24]([CH:28]=[CH:29][CH:30]=1)[C:25](Cl)=[O:26].CO, predict the reaction product. The product is: [O:19]=[C:13]1[CH:12]([N:5]2[C:4](=[O:20])[C:3]3[C:7](=[CH:8][CH:9]=[CH:10][C:2]=3[NH:1][C:25](=[O:26])[C:24]3[CH:28]=[CH:29][CH:30]=[C:22]([F:21])[CH:23]=3)[C:6]2=[O:11])[CH2:17][CH2:16][C:15](=[O:18])[NH:14]1. (5) Given the reactants [Br:1][C:2]1[O:3][CH:4]=[CH:5][C:6]=1[C:7]([OH:9])=[O:8].[CH3:10]O, predict the reaction product. The product is: [CH3:10][O:8][C:7]([C:6]1[CH:5]=[CH:4][O:3][C:2]=1[Br:1])=[O:9]. (6) Given the reactants [C:1]([O:5][C:6]([N:8]1[CH2:13][CH2:12][NH:11][CH2:10][CH2:9]1)=[O:7])([CH3:4])([CH3:3])[CH3:2].[Br:14][C:15]1[CH:20]=[CH:19][C:18]([S:21](Cl)(=[O:23])=[O:22])=[C:17]([F:25])[CH:16]=1, predict the reaction product. The product is: [C:1]([O:5][C:6]([N:8]1[CH2:13][CH2:12][N:11]([S:21]([C:18]2[CH:19]=[CH:20][C:15]([Br:14])=[CH:16][C:17]=2[F:25])(=[O:23])=[O:22])[CH2:10][CH2:9]1)=[O:7])([CH3:4])([CH3:2])[CH3:3]. (7) Given the reactants C(OC([N:8]1[CH2:17][CH2:16][C:15]2[C:10](=[CH:11][C:12]([O:18][CH2:19][CH:20]3[CH2:25][CH2:24][N:23]([C:26]4[CH:31]=[CH:30][N:29]=[CH:28][C:27]=4[C:32]([O:34][CH3:35])=[O:33])[CH2:22][CH2:21]3)=[CH:13][CH:14]=2)[CH2:9]1)=O)(C)(C)C.FC(F)(F)C(O)=O, predict the reaction product. The product is: [CH3:35][O:34][C:32]([C:27]1[CH:28]=[N:29][CH:30]=[CH:31][C:26]=1[N:23]1[CH2:22][CH2:21][CH:20]([CH2:19][O:18][C:12]2[CH:11]=[C:10]3[C:15]([CH2:16][CH2:17][NH:8][CH2:9]3)=[CH:14][CH:13]=2)[CH2:25][CH2:24]1)=[O:33]. (8) Given the reactants [C@@H:1]1([N:9]2[CH:16]=[CH:15][C:13]([NH2:14])=[N:12][C:10]2=[O:11])[O:8][C@H:5]([CH2:6][OH:7])[C@@H:3]([OH:4])[CH2:2]1.S(=O)(=O)(O)O.[F:22][C:23](I)([F:25])[F:24].OO, predict the reaction product. The product is: [F:22][C:23]([F:25])([F:24])[C:15]1[C:13]([NH2:14])=[N:12][C:10](=[O:11])[N:9]([CH:16]=1)[C@@H:1]1[O:8][C@H:5]([CH2:6][OH:7])[C@@H:3]([OH:4])[CH2:2]1. (9) Given the reactants C[C:2]1[CH:3]=[CH:4][C:5]([C:8]#[C:9][Si](C)(C)C)=[N:6][CH:7]=1.[Br:14][C:15]1[CH:16]=[N:17][CH:18]=[C:19](Br)[CH:20]=1.[CH3:22]CN(CC)CC.[N+](CCCC)(CCCC)(CCCC)CCCC.[F-], predict the reaction product. The product is: [CH3:22][C:7]1[N:6]=[C:5]([C:8]#[C:9][C:19]2[CH:18]=[N:17][CH:16]=[C:15]([Br:14])[CH:20]=2)[CH:4]=[CH:3][CH:2]=1.